Dataset: Catalyst prediction with 721,799 reactions and 888 catalyst types from USPTO. Task: Predict which catalyst facilitates the given reaction. (1) Reactant: C(OC([N:8]1[CH2:13][CH2:12][N:11]([C:14]([C:16]2[C:17]3[C:37]([CH3:38])=[N:36][N:35](C4CCCCO4)[C:18]=3[N:19]=[C:20]([C:22]3[CH:27]=[CH:26][C:25]([O:28]C4CCCCO4)=[CH:24][CH:23]=3)[CH:21]=2)=[O:15])[C:10]([CH3:51])([C:45]2[CH:50]=[CH:49][CH:48]=[CH:47][CH:46]=2)[CH2:9]1)=O)(C)(C)C.Cl. Product: [OH:28][C:25]1[CH:26]=[CH:27][C:22]([C:20]2[N:19]=[C:18]3[NH:35][N:36]=[C:37]([CH3:38])[C:17]3=[C:16]([C:14]([N:11]3[CH2:12][CH2:13][NH:8][CH2:9][C:10]3([CH3:51])[C:45]3[CH:46]=[CH:47][CH:48]=[CH:49][CH:50]=3)=[O:15])[CH:21]=2)=[CH:23][CH:24]=1. The catalyst class is: 4. (2) Reactant: Cl[C:2]1[N:3]=[C:4](Cl)[C:5]2[N:10]=[C:9](Cl)[N:8]=[C:7](Cl)[C:6]=2[N:13]=1.NC1C=CC=CC=1. Product: [N:10]1[C:5]2[CH:4]=[N:3][CH:2]=[N:13][C:6]=2[CH:7]=[N:8][CH:9]=1. The catalyst class is: 22. (3) Reactant: [NH2:1][C:2]1[CH:30]=[CH:29][C:5]([O:6][C:7]2[CH:12]=[CH:11][N:10]=[C:9]([NH:13][C:14]([N:16]3[CH2:21][CH2:20][N:19]([CH:22]4[CH2:27][CH2:26][N:25]([CH3:28])[CH2:24][CH2:23]4)[CH2:18][CH2:17]3)=[O:15])[CH:8]=2)=[C:4]([F:31])[CH:3]=1.[F:32][C:33]1[CH:38]=[CH:37][C:36]([CH2:39][C:40]([N:42]=[C:43]=[O:44])=[O:41])=[CH:35][CH:34]=1. Product: [F:31][C:4]1[CH:3]=[C:2]([NH:1][C:43]([NH:42][C:40](=[O:41])[CH2:39][C:36]2[CH:37]=[CH:38][C:33]([F:32])=[CH:34][CH:35]=2)=[O:44])[CH:30]=[CH:29][C:5]=1[O:6][C:7]1[CH:12]=[CH:11][N:10]=[C:9]([NH:13][C:14]([N:16]2[CH2:21][CH2:20][N:19]([CH:22]3[CH2:27][CH2:26][N:25]([CH3:28])[CH2:24][CH2:23]3)[CH2:18][CH2:17]2)=[O:15])[CH:8]=1. The catalyst class is: 7. (4) Product: [C:11]1([C:14]2[CH:19]=[CH:18][CH:17]=[CH:16][CH:15]=2)[CH:12]=[CH:13][C:8]([N:7]([C:2]2[CH:3]=[CH:4][CH:5]=[CH:6][C:1]=2[C:20]2[CH:25]=[CH:24][CH:23]=[CH:22][CH:21]=2)[C:27]2[CH:28]=[CH:29][C:30]3[C:39]4[C:34](=[CH:35][CH:36]=[CH:37][CH:38]=4)[O:33][C:32](=[O:40])[C:31]=3[CH:41]=2)=[CH:9][CH:10]=1. The catalyst class is: 164. Reactant: [C:1]1([C:20]2[CH:25]=[CH:24][CH:23]=[CH:22][CH:21]=2)[CH:6]=[CH:5][CH:4]=[CH:3][C:2]=1[NH:7][C:8]1[CH:13]=[CH:12][C:11]([C:14]2[CH:19]=[CH:18][CH:17]=[CH:16][CH:15]=2)=[CH:10][CH:9]=1.Br[C:27]1[CH:28]=[CH:29][C:30]2[C:39]3[C:34](=[CH:35][CH:36]=[CH:37][CH:38]=3)[O:33][C:32](=[O:40])[C:31]=2[CH:41]=1.C(P(C(C)(C)C)C(C)(C)C)(C)(C)C.CC(C)([O-])C.[Na+]. (5) Reactant: [OH:1]/[N:2]=[C:3](/[C:6]1[CH:11]=[CH:10][CH:9]=[CH:8][CH:7]=1)\[C:4]#[N:5].[Br:12][C:13]1[S:14][CH:15]=[C:16]([CH2:18]Br)[N:17]=1.[I-].[K+].C(=O)([O-])[O-].[Cs+].[Cs+]. Product: [Br:12][C:13]1[S:14][CH:15]=[C:16]([CH2:18][O:1]/[N:2]=[C:3](/[C:6]2[CH:11]=[CH:10][CH:9]=[CH:8][CH:7]=2)\[C:4]#[N:5])[N:17]=1. The catalyst class is: 618. (6) Reactant: [NH2:1][C:2]1[C:3]2[C:10]([C:11]3[CH:16]=[CH:15][CH:14]=[C:13]([O:17][CH2:18][C:19]4[CH:24]=[CH:23][CH:22]=[CH:21][CH:20]=4)[CH:12]=3)=[C:9]([CH3:25])[N:8]([C@@H:26]3[CH2:29][C@H:28]([CH2:30]O)[CH2:27]3)[C:4]=2[N:5]=[CH:6][N:7]=1.C1(C)C=CC(S(Cl)(=O)=O)=CC=1.[CH3:43][N:44]1[CH2:49][CH2:48][NH:47][CH2:46][CH2:45]1. Product: [CH2:18]([O:17][C:13]1[CH:12]=[C:11]([C:10]2[C:3]3[C:2]([NH2:1])=[N:7][CH:6]=[N:5][C:4]=3[N:8]([C@H:26]3[CH2:27][C@@H:28]([CH2:30][N:47]4[CH2:48][CH2:49][N:44]([CH3:43])[CH2:45][CH2:46]4)[CH2:29]3)[C:9]=2[CH3:25])[CH:16]=[CH:15][CH:14]=1)[C:19]1[CH:20]=[CH:21][CH:22]=[CH:23][CH:24]=1. The catalyst class is: 17.